This data is from Volume of distribution at steady state (VDss) regression data from Lombardo et al.. The task is: Regression/Classification. Given a drug SMILES string, predict its absorption, distribution, metabolism, or excretion properties. Task type varies by dataset: regression for continuous measurements (e.g., permeability, clearance, half-life) or binary classification for categorical outcomes (e.g., BBB penetration, CYP inhibition). For this dataset (vdss_lombardo), we predict log10(VDss) (log10 of volume of distribution in L/kg). (1) The compound is Cc1ccc(C(=O)c2cc(O)c([O-])c([N+](=O)[O-])c2)cc1. The log10(VDss) is -0.920. (2) The molecule is CCC(CO)NCC[NH2+]C(CC)CO. The log10(VDss) is 0.230.